This data is from TCR-epitope binding with 47,182 pairs between 192 epitopes and 23,139 TCRs. The task is: Binary Classification. Given a T-cell receptor sequence (or CDR3 region) and an epitope sequence, predict whether binding occurs between them. The epitope is FLPRVFSAV. The TCR CDR3 sequence is CASSLAGGASETQYF. Result: 1 (the TCR binds to the epitope).